This data is from Forward reaction prediction with 1.9M reactions from USPTO patents (1976-2016). The task is: Predict the product of the given reaction. (1) Given the reactants C[O:2][C:3]1[C:8]([C:9]2[CH:14]=[CH:13][C:12]([O:15][C:16]3[CH:21]=[CH:20][N:19]=[C:18]([C:22]4[CH:23]=[N:24][N:25]([CH3:27])[CH:26]=4)[CH:17]=3)=[C:11]([CH3:28])[N:10]=2)=[CH:7][N:6]=[C:5]([NH:29][CH:30]2[CH2:35][CH2:34][O:33][CH2:32][CH2:31]2)[N:4]=1.[Si](I)(C)(C)C.[O-]S([O-])(=S)=O.[Na+].[Na+].C1COCC1.CCOC(C)=O, predict the reaction product. The product is: [CH3:28][C:11]1[N:10]=[C:9]([C:8]2[C:3](=[O:2])[NH:4][C:5]([NH:29][CH:30]3[CH2:31][CH2:32][O:33][CH2:34][CH2:35]3)=[N:6][CH:7]=2)[CH:14]=[CH:13][C:12]=1[O:15][C:16]1[CH:21]=[CH:20][N:19]=[C:18]([C:22]2[CH:23]=[N:24][N:25]([CH3:27])[CH:26]=2)[CH:17]=1. (2) Given the reactants [CH3:1][S:2][CH2:3][CH2:4][CH2:5][CH2:6][OH:7].[N+:8]([C:11]1[CH:18]=[CH:17][CH:16]=[C:15]([N+]([O-])=O)[C:12]=1[C:13]#[N:14])([O-:10])=[O:9], predict the reaction product. The product is: [CH3:1][S:2][CH2:3][CH2:4][CH2:5][CH2:6][O:7][C:15]1[CH:16]=[CH:17][CH:18]=[C:11]([N+:8]([O-:10])=[O:9])[C:12]=1[C:13]#[N:14]. (3) Given the reactants [O:1]=[S:2]1(=[O:24])[CH2:6][C:5]2[CH:7]=[C:8]([C:11]3[C:20]4[C:15](=[CH:16][CH:17]=[C:18]([C:21]([OH:23])=O)[CH:19]=4)[CH:14]=[N:13][CH:12]=3)[CH:9]=[CH:10][C:4]=2[NH:3]1.CN(C(ON1N=NC2C=[CH:37][CH:38]=[N:39][C:34]1=2)=[N+](C)C)C.F[P-](F)(F)(F)(F)F.N1CCC1.CCN(C(C)C)C(C)C, predict the reaction product. The product is: [N:39]1([C:21]([C:18]2[CH:19]=[C:20]3[C:15](=[CH:16][CH:17]=2)[CH:14]=[N:13][CH:12]=[C:11]3[C:8]2[CH:9]=[CH:10][C:4]3[NH:3][S:2](=[O:24])(=[O:1])[CH2:6][C:5]=3[CH:7]=2)=[O:23])[CH2:38][CH2:37][CH2:34]1. (4) The product is: [F:1][C:2]1[CH:3]=[CH:4][C:5]([NH:8][C:9]([C:11]2[NH:12][C:13]3[C:18]([CH:19]=2)=[CH:17][C:16]([CH:20]2[CH2:25][CH2:24][N:23]([CH2:29][CH2:28][O:27][CH3:26])[CH2:22][CH2:21]2)=[CH:15][CH:14]=3)=[O:10])=[CH:6][CH:7]=1. Given the reactants [F:1][C:2]1[CH:7]=[CH:6][C:5]([NH:8][C:9]([C:11]2[NH:12][C:13]3[C:18]([CH:19]=2)=[CH:17][C:16]([CH:20]2[CH2:25][CH2:24][NH:23][CH2:22][CH2:21]2)=[CH:15][CH:14]=3)=[O:10])=[CH:4][CH:3]=1.[CH3:26][O:27][CH2:28][CH:29]=O.C(O[BH-](OC(=O)C)OC(=O)C)(=O)C.[Na+], predict the reaction product. (5) Given the reactants [NH2:1][C@H:2]([C:4]1[CH:22]=[CH:21][C:7]([CH2:8][CH2:9][NH:10][C:11](=[O:20])[O:12][CH2:13][C:14]2[CH:19]=[CH:18][CH:17]=[CH:16][CH:15]=2)=[CH:6][CH:5]=1)[CH3:3].F[C:24]1[N:29]=[C:28]([N:30]([CH3:43])[C:31]2[CH:36]=[CH:35][N:34]=[C:33]([C:37]3[CH:42]=[CH:41][CH:40]=[CH:39][CH:38]=3)[N:32]=2)[CH:27]=[CH:26][N:25]=1, predict the reaction product. The product is: [CH3:43][N:30]([C:31]1[CH:36]=[CH:35][N:34]=[C:33]([C:37]2[CH:38]=[CH:39][CH:40]=[CH:41][CH:42]=2)[N:32]=1)[C:28]1[CH:27]=[CH:26][N:25]=[C:24]([NH:1][C@H:2]([C:4]2[CH:5]=[CH:6][C:7]([CH2:8][CH2:9][NH:10][C:11](=[O:20])[O:12][CH2:13][C:14]3[CH:15]=[CH:16][CH:17]=[CH:18][CH:19]=3)=[CH:21][CH:22]=2)[CH3:3])[N:29]=1.